From a dataset of Catalyst prediction with 721,799 reactions and 888 catalyst types from USPTO. Predict which catalyst facilitates the given reaction. Reactant: CC1C=CC(S(OCC2CC3C=CC=C(C4C(C)=CC=CC=4C)C=3O2)(=O)=O)=CC=1.[N-]=[N+]=[N-].[Na+].[N:34]([CH2:37][CH:38]1[CH2:42][C:41]2[CH:43]=[CH:44][CH:45]=[C:46]([C:47]3[C:52]([CH3:53])=[CH:51][CH:50]=[CH:49][C:48]=3[CH3:54])[C:40]=2[O:39]1)=[N+]=[N-].[N-]=[N+]=[N-]. Product: [CH3:54][C:48]1[CH:49]=[CH:50][CH:51]=[C:52]([CH3:53])[C:47]=1[C:46]1[C:40]2[O:39][CH:38]([CH2:37][NH2:34])[CH2:42][C:41]=2[CH:43]=[CH:44][CH:45]=1. The catalyst class is: 45.